This data is from Forward reaction prediction with 1.9M reactions from USPTO patents (1976-2016). The task is: Predict the product of the given reaction. Given the reactants [C:1]([NH:7][C@@H:8]([C:10]1[CH:15]=[CH:14][CH:13]=[CH:12][C:11]=1[S:16]([O-:18])=[O:17])[CH3:9])(=[O:6])[C:2]([CH3:5])([CH3:4])[CH3:3].[Na+].[CH2:20](I)[CH3:21], predict the reaction product. The product is: [CH2:20]([S:16]([C:11]1[CH:12]=[CH:13][CH:14]=[CH:15][C:10]=1[C@H:8]([NH:7][C:1](=[O:6])[C:2]([CH3:5])([CH3:3])[CH3:4])[CH3:9])(=[O:18])=[O:17])[CH3:21].